This data is from Full USPTO retrosynthesis dataset with 1.9M reactions from patents (1976-2016). The task is: Predict the reactants needed to synthesize the given product. (1) The reactants are: [Br:1][C:2]1[C:7]([Cl:8])=[CH:6][C:5](B2OC(C)(C)C(C)(C)O2)=[CH:4][N:3]=1.[OH:18]O. Given the product [Br:1][C:2]1[N:3]=[CH:4][C:5]([OH:18])=[CH:6][C:7]=1[Cl:8], predict the reactants needed to synthesize it. (2) The reactants are: [CH2:1]([C:3]1[S:4][CH:5]=[C:6]([CH2:8]P(=O)(OCC)OCC)[N:7]=1)[CH3:2].[H-].[Na+].[CH3:19][O:20][CH2:21][O:22][C:23]1[C:27]([CH:28]=O)=[CH:26][N:25]([C:30]2[CH:35]=[CH:34][CH:33]=[CH:32][CH:31]=2)[N:24]=1.O. Given the product [CH2:1]([C:3]1[S:4][CH:5]=[C:6](/[CH:8]=[CH:28]/[C:27]2[C:23]([O:22][CH2:21][O:20][CH3:19])=[N:24][N:25]([C:30]3[CH:35]=[CH:34][CH:33]=[CH:32][CH:31]=3)[CH:26]=2)[N:7]=1)[CH3:2], predict the reactants needed to synthesize it. (3) The reactants are: [C:1]([C:3]1[CH:4]=[C:5]([C:11]2[N:21]=[CH:20][CH:19]=[CH:18][C:12]=2[C:13]([O:15]CC)=[O:14])[CH:6]=[CH:7][C:8]=1[O:9][CH3:10])#[N:2].[OH-].[Na+].O.Cl. Given the product [C:1]([C:3]1[CH:4]=[C:5]([C:11]2[N:21]=[CH:20][CH:19]=[CH:18][C:12]=2[C:13]([OH:15])=[O:14])[CH:6]=[CH:7][C:8]=1[O:9][CH3:10])#[N:2], predict the reactants needed to synthesize it. (4) Given the product [Br:14][C:11]1[C:5]2[O:4][C:3]([CH2:1][CH3:2])=[N:7][C:6]=2[C:8]([O:12][CH3:13])=[CH:9][CH:10]=1, predict the reactants needed to synthesize it. The reactants are: [CH2:1]([C:3]1[O:4][C:5]2[CH:11]=[CH:10][CH:9]=[C:8]([O:12][CH3:13])[C:6]=2[N:7]=1)[CH3:2].[Br:14]Br. (5) The reactants are: [OH:1][C:2]1[CH:3]=[C:4]2[C:9](=[CH:10][CH:11]=1)[N:8]=[C:7]([CH2:12][CH:13]([CH3:15])[CH3:14])[C:6]([CH2:16][NH:17][C:18](=[O:24])[O:19][C:20]([CH3:23])([CH3:22])[CH3:21])=[C:5]2[C:25]1[CH:30]=[CH:29][C:28]([CH3:31])=[CH:27][CH:26]=1.[H-].[Na+].C1C=CC(N([S:41]([C:44]([F:47])([F:46])[F:45])(=[O:43])=[O:42])[S:41]([C:44]([F:47])([F:46])[F:45])(=[O:43])=[O:42])=CC=1.O. Given the product [F:45][C:44]([F:47])([F:46])[S:41]([O:1][C:2]1[CH:3]=[C:4]2[C:9](=[CH:10][CH:11]=1)[N:8]=[C:7]([CH2:12][CH:13]([CH3:15])[CH3:14])[C:6]([CH2:16][NH:17][C:18]([O:19][C:20]([CH3:23])([CH3:21])[CH3:22])=[O:24])=[C:5]2[C:25]1[CH:26]=[CH:27][C:28]([CH3:31])=[CH:29][CH:30]=1)(=[O:43])=[O:42], predict the reactants needed to synthesize it. (6) Given the product [ClH:1].[NH2:28][C:26]1[NH:25][C:24]2[CH:50]=[C:20]([N:19]3[C:54](=[O:55])[CH2:53][C:52]([CH3:60])([CH3:51])[CH2:57][C:56]3=[O:58])[CH:21]=[CH:22][C:23]=2[N:27]=1, predict the reactants needed to synthesize it. The reactants are: [ClH:1].NC1NC2C=C(N3C(=O)C=CC3=O)C=CC=2N=1.[NH2:19][C:20]1[CH:21]=[CH:22][C:23]2[N:27]=[C:26]([N:28](C(OC(C)(C)C)=O)C(OC(C)(C)C)=O)[N:25](C(OC(C)(C)C)=O)[C:24]=2[CH:50]=1.[CH3:51][C:52]1([CH3:60])[CH2:57][C:56](=[O:58])[O:55][C:54](=O)[CH2:53]1. (7) Given the product [CH3:1][C@@:2]1([OH:22])[CH2:7][CH2:6][C@H:5]2[C@H:8]3[C@H:18]([CH2:19][CH2:20][C@:3]12[CH3:4])[C@:16]1([CH3:17])[CH:11]([CH2:12][C@H:13]([OH:21])[C@@H:14]([N:24]2[CH2:29][CH2:28][NH:27][CH2:26][CH2:25]2)[CH2:15]1)[CH2:10][CH2:9]3, predict the reactants needed to synthesize it. The reactants are: [CH3:1][C@@:2]1([OH:22])[CH2:7][CH2:6][C@H:5]2[C@H:8]3[C@H:18]([CH2:19][CH2:20][C@:3]12[CH3:4])[C@:16]1([CH3:17])[CH:11]([CH2:12][C@@H:13]2[O:21][C@@H:14]2[CH2:15]1)[CH2:10][CH2:9]3.O.[NH:24]1[CH2:29][CH2:28][NH:27][CH2:26][CH2:25]1. (8) Given the product [CH3:23][S:24][CH2:25][CH2:26][CH:27]([N:1]1[CH:5]=[C:4]([C:6]2[C:7]3[CH:14]=[CH:13][N:12]([CH2:15][O:16][CH2:17][CH2:18][Si:19]([CH3:22])([CH3:21])[CH3:20])[C:8]=3[N:9]=[CH:10][N:11]=2)[CH:3]=[N:2]1)[CH2:28][C:29]#[N:30], predict the reactants needed to synthesize it. The reactants are: [NH:1]1[CH:5]=[C:4]([C:6]2[C:7]3[CH:14]=[CH:13][N:12]([CH2:15][O:16][CH2:17][CH2:18][Si:19]([CH3:22])([CH3:21])[CH3:20])[C:8]=3[N:9]=[CH:10][N:11]=2)[CH:3]=[N:2]1.[CH3:23][S:24][CH2:25][CH2:26]/[CH:27]=[CH:28]/[C:29]#[N:30].C1CCN2C(=NCCC2)CC1.C(#N)C. (9) Given the product [F:1][C:2]1[CH:3]=[C:4]([CH:35]=[CH:36][C:37]=1[F:38])[CH2:5][NH:6][C:7]([C:9]1[C:17]2[C:12](=[CH:13][C:14]([O:18][CH:19]([CH3:21])[CH3:20])=[CH:15][CH:16]=2)[N:11]([CH2:22][C:23]2[CH:28]=[CH:27][CH:26]=[CH:25][N:24]=2)[C:10]=1[C:29]1[O:30][CH2:33][CH2:32][N:31]=1)=[O:8], predict the reactants needed to synthesize it. The reactants are: [F:1][C:2]1[CH:3]=[C:4]([CH:35]=[CH:36][C:37]=1[F:38])[CH2:5][NH:6][C:7]([C:9]1[C:17]2[C:12](=[CH:13][C:14]([O:18][CH:19]([CH3:21])[CH3:20])=[CH:15][CH:16]=2)[N:11]([CH2:22][C:23]2[CH:28]=[CH:27][CH:26]=[CH:25][N:24]=2)[C:10]=1[C:29]([NH:31][CH2:32][CH2:33]O)=[O:30])=[O:8].CCN(CC)CC.CS(Cl)(=O)=O.